This data is from Forward reaction prediction with 1.9M reactions from USPTO patents (1976-2016). The task is: Predict the product of the given reaction. (1) Given the reactants Br[C:2]1[C:3]([NH:9][C:10]2[CH2:15][CH2:14][CH2:13][C:12](=[O:16])[CH:11]=2)=[N:4][CH:5]=[C:6]([CH3:8])[CH:7]=1.C(=O)([O-])[O-].[Cs+].[Cs+].C1(C)C=CC=CC=1.Cl, predict the reaction product. The product is: [CH3:8][C:6]1[CH:5]=[N:4][C:3]2[NH:9][C:10]3[CH2:15][CH2:14][CH2:13][C:12](=[O:16])[C:11]=3[C:2]=2[CH:7]=1. (2) The product is: [F:18][C:17]1[C:12]2[N:13]([C:9]([C:4]3[CH:5]=[CH:6][C:7]([F:8])=[C:2]([C:30]4[CH:29]=[CH:28][CH:27]=[C:26]([CH:23]([CH3:25])[CH3:24])[CH:31]=4)[CH:3]=3)=[CH:10][N:11]=2)[CH:14]=[CH:15][C:16]=1[C:19]([OH:22])([CH3:21])[CH3:20]. Given the reactants Cl[C:2]1[CH:3]=[C:4]([C:9]2[N:13]3[CH:14]=[CH:15][C:16]([C:19]([OH:22])([CH3:21])[CH3:20])=[C:17]([F:18])[C:12]3=[N:11][CH:10]=2)[CH:5]=[CH:6][C:7]=1[F:8].[CH:23]([C:26]1[CH:27]=[C:28](B(O)O)[CH:29]=[CH:30][CH:31]=1)([CH3:25])[CH3:24], predict the reaction product. (3) Given the reactants [NH:1]([C:3](=[O:25])[C:4]([NH:6][C:7]1[CH:24]=[CH:23][C:10]([O:11][C@@H:12]2[CH2:17][CH2:16][C@H:15]([C:18]([O:20][CH2:21][CH3:22])=[O:19])[CH2:14][CH2:13]2)=[CH:9][CH:8]=1)=[O:5])[NH2:2].[N+](C1C=CC(O[C@H]2CC[C@H](C(OCC)=O)CC2)=CC=1)([O-])=O, predict the reaction product. The product is: [NH:1]([C:3](=[O:25])[C:4]([NH:6][C:7]1[CH:8]=[CH:9][C:10]([O:11][C@H:12]2[CH2:13][CH2:14][C@H:15]([C:18]([O:20][CH2:21][CH3:22])=[O:19])[CH2:16][CH2:17]2)=[CH:23][CH:24]=1)=[O:5])[NH2:2]. (4) The product is: [NH2:8][C:7]1[C:2]([F:1])=[C:3]([C:12]([C:14]2[C:22]3[C:17](=[N:18][CH:19]=[C:20]([I:23])[CH:21]=3)[NH:16][CH:15]=2)=[O:13])[C:4]([F:11])=[CH:5][CH:6]=1. Given the reactants [F:1][C:2]1[C:7]([N+:8]([O-])=O)=[CH:6][CH:5]=[C:4]([F:11])[C:3]=1[C:12]([C:14]1[C:22]2[C:17](=[N:18][CH:19]=[C:20]([I:23])[CH:21]=2)[NH:16][CH:15]=1)=[O:13].O.O.[Sn](Cl)Cl, predict the reaction product. (5) Given the reactants [C:1]([O:5][C:6]([N:8]1[C@H:13]([C:14]([OH:16])=O)[CH2:12][C@@H:11]2[C@H:9]1[CH2:10]2)=[O:7])([CH3:4])([CH3:3])[CH3:2].C(OC(Cl)=O)C.[NH2:23][CH:24]1[CH2:29][CH2:28][CH2:27][C:26]([C:31]([F:34])([F:33])[F:32])([OH:30])[CH2:25]1, predict the reaction product. The product is: [C:1]([O:5][C:6]([N:8]1[C@H:13]([C:14](=[O:16])[NH:23][CH:24]2[CH2:29][CH2:28][CH2:27][C:26]([OH:30])([C:31]([F:33])([F:34])[F:32])[CH2:25]2)[CH2:12][C@@H:11]2[C@H:9]1[CH2:10]2)=[O:7])([CH3:2])([CH3:3])[CH3:4]. (6) Given the reactants [C:1]([C:5]1[CH:26]=[CH:25][C:8]([CH2:9][N:10]([CH2:22][CH2:23][OH:24])[C:11]([C:13]2[CH:14]=[CH:15][CH:16]=[C:17]3[C:21]=2[NH:20][CH:19]=[CH:18]3)=[O:12])=[CH:7][CH:6]=1)([CH3:4])([CH3:3])[CH3:2].[F:27][C:28]1[CH:33]=[CH:32][C:31](O)=[CH:30][CH:29]=1.C1(P(C2C=CC=CC=2)C2C=CC=CC=2)C=CC=CC=1.C(OC(N=NC(OCC)=O)=O)C, predict the reaction product. The product is: [C:1]([C:5]1[CH:6]=[CH:7][C:8]([CH2:9][N:10]([CH2:22][CH2:23][O:24][C:31]2[CH:32]=[CH:33][C:28]([F:27])=[CH:29][CH:30]=2)[C:11]([C:13]2[CH:14]=[CH:15][CH:16]=[C:17]3[C:21]=2[NH:20][CH:19]=[CH:18]3)=[O:12])=[CH:25][CH:26]=1)([CH3:4])([CH3:2])[CH3:3].